From a dataset of Reaction yield outcomes from USPTO patents with 853,638 reactions. Predict the reaction yield, written as a fraction of the theoretical maximum amount of product (1.0 means a 100% yield; for example, 0.34 means a 34% yield). (1) The reactants are [CH:1]1[C:9]2[C:8]3[CH:10]=[CH:11][CH:12]=[CH:13][C:7]=3[O:6][C:5]=2[C:4]([OH:14])=[CH:3][CH:2]=1.[H-].[Na+].[CH2:17](I)[CH3:18]. The catalyst is CN(C=O)C. The product is [CH2:17]([O:14][C:4]1[C:5]2[O:6][C:7]3[CH:13]=[CH:12][CH:11]=[CH:10][C:8]=3[C:9]=2[CH:1]=[CH:2][CH:3]=1)[CH3:18]. The yield is 0.820. (2) The reactants are [C:1]([NH:8][C:9]1[S:10][CH:11]=[CH:12][C:13]=1[C:14]1[CH:19]=[CH:18][CH:17]=[CH:16][CH:15]=1)([O:3][C:4]([CH3:7])([CH3:6])[CH3:5])=[O:2].[Cl:20]N1C(=O)CCC1=O. The catalyst is ClCCl. The product is [C:1]([NH:8][C:9]1[S:10][C:11]([Cl:20])=[CH:12][C:13]=1[C:14]1[CH:19]=[CH:18][CH:17]=[CH:16][CH:15]=1)([O:3][C:4]([CH3:7])([CH3:6])[CH3:5])=[O:2]. The yield is 0.660.